The task is: Predict the reactants needed to synthesize the given product.. This data is from Full USPTO retrosynthesis dataset with 1.9M reactions from patents (1976-2016). The reactants are: CCN(C(C)C)C(C)C.CN(C(ON1N=NC2C=CC=NC1=2)=[N+](C)C)C.F[P-](F)(F)(F)(F)F.Cl.[C:35]1([C:41]2([NH2:44])[CH2:43][CH2:42]2)[CH:40]=[CH:39][CH:38]=[CH:37][CH:36]=1.[Br:45][C:46]1[C:54]2[C:49](=[N:50][CH:51]=[C:52]([C:55]3[CH:56]=[C:57]([CH:61]=[CH:62][CH:63]=3)[C:58](O)=[O:59])[CH:53]=2)[O:48][C:47]=1[C:64]1[CH:69]=[CH:68][C:67]([F:70])=[CH:66][CH:65]=1. Given the product [Br:45][C:46]1[C:54]2[C:49](=[N:50][CH:51]=[C:52]([C:55]3[CH:56]=[C:57]([CH:61]=[CH:62][CH:63]=3)[C:58]([NH:44][C:41]3([C:35]4[CH:40]=[CH:39][CH:38]=[CH:37][CH:36]=4)[CH2:43][CH2:42]3)=[O:59])[CH:53]=2)[O:48][C:47]=1[C:64]1[CH:69]=[CH:68][C:67]([F:70])=[CH:66][CH:65]=1, predict the reactants needed to synthesize it.